From a dataset of hERG potassium channel inhibition data for cardiac toxicity prediction from Karim et al.. Regression/Classification. Given a drug SMILES string, predict its toxicity properties. Task type varies by dataset: regression for continuous values (e.g., LD50, hERG inhibition percentage) or binary classification for toxic/non-toxic outcomes (e.g., AMES mutagenicity, cardiotoxicity, hepatotoxicity). Dataset: herg_karim. The molecule is COC(=O)NCCc1ccccc1-c1ccc([C@H]2CNCC[C@H]2c2ccn(C)c(=O)c2)c(Cl)c1. The result is 0 (non-blocker).